Task: Binary Classification. Given a T-cell receptor sequence (or CDR3 region) and an epitope sequence, predict whether binding occurs between them.. Dataset: TCR-epitope binding with 47,182 pairs between 192 epitopes and 23,139 TCRs (1) The epitope is FLLNKEMYL. The TCR CDR3 sequence is CASSFSGRPEQYF. Result: 0 (the TCR does not bind to the epitope). (2) The epitope is KRWIILGLNK. The TCR CDR3 sequence is CASSPALTDRLAYFSYNEQFF. Result: 1 (the TCR binds to the epitope). (3) The epitope is ATDALMTGY. The TCR CDR3 sequence is CASSLASNEQFF. Result: 0 (the TCR does not bind to the epitope). (4) Result: 1 (the TCR binds to the epitope). The TCR CDR3 sequence is CASSQGRGDQPQHF. The epitope is HLVDFQVTI. (5) The epitope is VSFIEFVGW. The TCR CDR3 sequence is CASTGWVTDTQYF. Result: 1 (the TCR binds to the epitope). (6) The epitope is ITEEVGHTDLMAAY. The TCR CDR3 sequence is CASSHDRSPSYEQYF. Result: 1 (the TCR binds to the epitope). (7) The epitope is FLNGSCGSV. The TCR CDR3 sequence is CASSQTESTDTQYF. Result: 0 (the TCR does not bind to the epitope). (8) The epitope is MPASWVMRI. The TCR CDR3 sequence is CSASSAHSNTGELFF. Result: 1 (the TCR binds to the epitope). (9) The epitope is TPINLVRDL. The TCR CDR3 sequence is CASSQDLATPSGANVLTF. Result: 1 (the TCR binds to the epitope).